The task is: Predict the reactants needed to synthesize the given product.. This data is from Full USPTO retrosynthesis dataset with 1.9M reactions from patents (1976-2016). (1) Given the product [C:31]([N:1]1[CH2:2][CH2:3][CH:4]([NH:7][C:8]([C:10]2[C:14]3[N:15]=[CH:16][N:17]=[C:18]([C:19]4[CH:24]=[C:23]([CH3:25])[CH:22]=[CH:21][C:20]=4[O:26][CH2:27][CH:28]4[CH2:29][CH2:30]4)[C:13]=3[NH:12][CH:11]=2)=[O:9])[CH2:5][CH2:6]1)(=[O:33])[CH3:32], predict the reactants needed to synthesize it. The reactants are: [NH:1]1[CH2:6][CH2:5][CH:4]([NH:7][C:8]([C:10]2[C:14]3[N:15]=[CH:16][N:17]=[C:18]([C:19]4[CH:24]=[C:23]([CH3:25])[CH:22]=[CH:21][C:20]=4[O:26][CH2:27][CH:28]4[CH2:30][CH2:29]4)[C:13]=3[NH:12][CH:11]=2)=[O:9])[CH2:3][CH2:2]1.[C:31](Cl)(=[O:33])[CH3:32]. (2) Given the product [OH:33][CH2:32][C:31]1[C:30]([N:34]2[CH2:46][CH2:45][N:37]3[C:38]4[CH2:39][CH2:40][CH2:41][CH2:42][C:43]=4[CH:44]=[C:36]3[C:35]2=[O:47])=[N:29][CH:28]=[CH:27][C:26]=1[C:4]1[CH:5]=[C:6]([NH:9][C:10]2[CH:15]=[CH:14][C:13]([N:16]3[CH2:17][CH2:18][N:19]([CH:22]4[CH2:25][O:24][CH2:23]4)[CH2:20][CH2:21]3)=[CH:12][N:11]=2)[C:7](=[O:8])[N:2]([CH3:1])[CH:3]=1, predict the reactants needed to synthesize it. The reactants are: [CH3:1][N:2]1[C:7](=[O:8])[C:6]([NH:9][C:10]2[CH:15]=[CH:14][C:13]([N:16]3[CH2:21][CH2:20][N:19]([CH:22]4[CH2:25][O:24][CH2:23]4)[CH2:18][CH2:17]3)=[CH:12][N:11]=2)=[CH:5][C:4]([C:26]2[C:31]([CH:32]=[O:33])=[C:30]([N:34]3[CH2:46][CH2:45][N:37]4[C:38]5[CH2:39][CH2:40][CH2:41][CH2:42][C:43]=5[CH:44]=[C:36]4[C:35]3=[O:47])[N:29]=[CH:28][CH:27]=2)=[CH:3]1.[BH4-].[Na+]. (3) The reactants are: [Cl:1][C:2]1[N:7]=[C:6](Cl)[CH:5]=[CH:4][N:3]=1.CC1(C)C(C)(C)OB([C:17]2[CH:29]=[CH:28][C:20]3[N:21]=[C:22]([NH:24][C:25](=[O:27])[CH3:26])[S:23][C:19]=3[CH:18]=2)O1.C(=O)([O-])[O-].[Na+].[Na+]. Given the product [Cl:1][C:2]1[N:7]=[C:6]([C:17]2[CH:29]=[CH:28][C:20]3[N:21]=[C:22]([NH:24][C:25](=[O:27])[CH3:26])[S:23][C:19]=3[CH:18]=2)[CH:5]=[CH:4][N:3]=1, predict the reactants needed to synthesize it.